This data is from Blood-brain barrier penetration binary classification data from Martins et al.. The task is: Regression/Classification. Given a drug SMILES string, predict its absorption, distribution, metabolism, or excretion properties. Task type varies by dataset: regression for continuous measurements (e.g., permeability, clearance, half-life) or binary classification for categorical outcomes (e.g., BBB penetration, CYP inhibition). Dataset: bbb_martins. The molecule is CC(=O)[C@H]1CC[C@H]2[C@@H]3C[C@H](C)C4=CC(=O)CC[C@]4(C)[C@H]3[C@@H](O)C[C@]12C. The result is 1 (penetrates BBB).